This data is from Reaction yield outcomes from USPTO patents with 853,638 reactions. The task is: Predict the reaction yield, written as a fraction of the theoretical maximum amount of product (1.0 means a 100% yield; for example, 0.34 means a 34% yield). (1) The reactants are N(C(OCC)=O)=NC(OCC)=O.C1(P(C2C=CC=CC=2)C2C=CC=CC=2)C=CC=CC=1.[Br:32][C:33]1[C:42]([OH:43])=[CH:41][CH:40]=[C:39]2[C:34]=1[CH:35]=[CH:36][N:37]=[CH:38]2.[C:44]([N:51]1[CH2:56][CH2:55][CH:54](O)[CH2:53][CH2:52]1)([O:46][C:47]([CH3:50])([CH3:49])[CH3:48])=[O:45].C(N(CC)CC)C. The catalyst is ClCCl. The product is [C:47]([O:46][C:44]([N:51]1[CH2:56][CH2:55][CH:54]([O:43][C:42]2[C:33]([Br:32])=[C:34]3[C:39](=[CH:40][CH:41]=2)[CH:38]=[N:37][CH:36]=[CH:35]3)[CH2:53][CH2:52]1)=[O:45])([CH3:50])([CH3:48])[CH3:49]. The yield is 0.600. (2) The reactants are [F:1][C:2]1[C:3](B(O)O)=[N:4][CH:5]=[CH:6][CH:7]=1.C(O)C.C([O-])([O-])=O.[K+].[K+].Br[C:21]1[S:22][C:23]([N:26]([C:34]([O:36][C:37]([CH3:40])([CH3:39])[CH3:38])=[O:35])[C:27]([O:29][C:30]([CH3:33])([CH3:32])[CH3:31])=[O:28])=[CH:24][N:25]=1. The catalyst is C1C=CC([P]([Pd]([P](C2C=CC=CC=2)(C2C=CC=CC=2)C2C=CC=CC=2)([P](C2C=CC=CC=2)(C2C=CC=CC=2)C2C=CC=CC=2)[P](C2C=CC=CC=2)(C2C=CC=CC=2)C2C=CC=CC=2)(C2C=CC=CC=2)C2C=CC=CC=2)=CC=1.C1(C)C=CC=CC=1. The product is [F:1][C:2]1[CH:7]=[C:6]([C:21]2[S:22][C:23]([N:26]([C:27]([O:29][C:30]([CH3:33])([CH3:32])[CH3:31])=[O:28])[C:34]([O:36][C:37]([CH3:38])([CH3:39])[CH3:40])=[O:35])=[CH:24][N:25]=2)[CH:5]=[N:4][CH:3]=1. The yield is 0.730. (3) The reactants are C1(P(C2C=CC=CC=2)C2C=CC=CC=2)C=CC=CC=1.CC(OC(/N=N/C(OC(C)C)=O)=O)C.[C:34]([OH:37])(=[S:36])[CH3:35].[C:38]([C:42]1[CH:47]=[CH:46][C:45]([CH:48]([CH2:66][C:67]2[CH:72]=[CH:71][C:70]([O:73][CH2:74][CH2:75]O)=[CH:69][CH:68]=2)[C:49]([NH:51][C:52]2[CH:57]=[CH:56][C:55]([O:58][CH2:59][CH:60]3[CH2:65][CH2:64][CH2:63][CH2:62][CH2:61]3)=[CH:54][CH:53]=2)=[O:50])=[CH:44][CH:43]=1)([CH3:41])([CH3:40])[CH3:39]. The catalyst is C1COCC1. The product is [C:38]([C:42]1[CH:43]=[CH:44][C:45]([CH:48]([C:49](=[O:50])[NH:51][C:52]2[CH:53]=[CH:54][C:55]([O:58][CH2:59][CH:60]3[CH2:65][CH2:64][CH2:63][CH2:62][CH2:61]3)=[CH:56][CH:57]=2)[CH2:66][C:67]2[CH:72]=[CH:71][C:70]([O:73][CH2:74][CH2:75][S:36][C:34](=[O:37])[CH3:35])=[CH:69][CH:68]=2)=[CH:46][CH:47]=1)([CH3:39])([CH3:40])[CH3:41]. The yield is 0.730. (4) The reactants are [ClH:1].[CH2:2]([O:4][C:5]1[CH:14]=[C:13]2[C:8]([C:9]([C:15]([C:17]3[CH:22]=[C:21]([O:23][CH3:24])[C:20]([O:25][CH3:26])=[C:19]([O:27][CH3:28])[CH:18]=3)=O)=[CH:10][N:11]=[CH:12]2)=[CH:7][CH:6]=1)[CH3:3].Cl.[NH2:30][OH:31].Cl.CO. The catalyst is N1C=CC=CC=1. The product is [ClH:1].[CH2:2]([O:4][C:5]1[CH:14]=[C:13]2[C:8]([C:9]([C:15]([C:17]3[CH:22]=[C:21]([O:23][CH3:24])[C:20]([O:25][CH3:26])=[C:19]([O:27][CH3:28])[CH:18]=3)=[N:30][OH:31])=[CH:10][N:11]=[CH:12]2)=[CH:7][CH:6]=1)[CH3:3]. The yield is 0.320.